Dataset: Full USPTO retrosynthesis dataset with 1.9M reactions from patents (1976-2016). Task: Predict the reactants needed to synthesize the given product. (1) Given the product [Br:1][C:2]1[CH:3]=[N:4][C:5]2[N:6]([N:8]=[C:9]([C:11]([N:20]3[CH2:19][CH2:18][N:17]4[C:21]([C:24]5[CH:29]=[CH:28][N:27]=[CH:26][CH:25]=5)=[CH:22][CH:23]=[C:16]4[CH:15]3[CH3:14])=[O:13])[CH:10]=2)[CH:7]=1, predict the reactants needed to synthesize it. The reactants are: [Br:1][C:2]1[CH:3]=[N:4][C:5]2[N:6]([N:8]=[C:9]([C:11]([OH:13])=O)[CH:10]=2)[CH:7]=1.[CH3:14][CH:15]1[NH:20][CH2:19][CH2:18][N:17]2[C:21]([C:24]3[CH:29]=[CH:28][N:27]=[CH:26][CH:25]=3)=[CH:22][CH:23]=[C:16]12. (2) Given the product [CH3:11][C:10]1[C:5]2[C:4](=[CH:3][CH:2]=[C:1]([CH3:13])[CH:6]=2)[CH2:7][CH2:8][N:9]=1, predict the reactants needed to synthesize it. The reactants are: [C:1]1([CH3:13])[CH:6]=[CH:5][C:4]([CH2:7][CH2:8][NH:9][C:10](=O)[CH3:11])=[CH:3][CH:2]=1.O=P12OP3(OP(OP(O3)(O1)=O)(=O)O2)=O. (3) Given the product [F:37][C:34]1[CH:33]=[CH:32][C:31]([C:25]2[N:26]=[C:27]([CH3:30])[N:28]([CH3:29])[C:24]=2[C:9]2[CH:10]=[CH:11][C:12]3[N:13]([CH:15]=[C:16]([NH:18][C:19](=[O:21])[CH3:20])[N:17]=3)[N:14]=2)=[CH:36][CH:35]=1, predict the reactants needed to synthesize it. The reactants are: CC1(C)C(C)(C)OB([C:9]2[CH:10]=[CH:11][C:12]3[N:13]([CH:15]=[C:16]([NH:18][C:19](=[O:21])[CH3:20])[N:17]=3)[N:14]=2)O1.Br[C:24]1[N:28]([CH3:29])[C:27]([CH3:30])=[N:26][C:25]=1[C:31]1[CH:36]=[CH:35][C:34]([F:37])=[CH:33][CH:32]=1.CN(C=O)C.C([O-])([O-])=O.[Na+].[Na+]. (4) Given the product [CH3:1][C:2]1[N:10]=[C:9]([C:11]([F:14])([F:12])[F:13])[CH:8]=[CH:7][C:3]=1[C:4]([O:6][CH2:15][CH3:16])=[O:5], predict the reactants needed to synthesize it. The reactants are: [CH3:1][C:2]1[N:10]=[C:9]([C:11]([F:14])([F:13])[F:12])[CH:8]=[CH:7][C:3]=1[C:4]([OH:6])=[O:5].[C:15](Cl)(=O)[CH3:16]. (5) The reactants are: [CH:1]1([CH2:4][C:5]2([C:16]#[N:17])[CH2:10][CH2:9][N:8]([S:11]([CH2:14][CH3:15])(=[O:13])=[O:12])[CH2:7][CH2:6]2)[CH2:3][CH2:2]1. Given the product [CH:1]1([CH2:4][C:5]2([CH2:16][NH2:17])[CH2:6][CH2:7][N:8]([S:11]([CH2:14][CH3:15])(=[O:13])=[O:12])[CH2:9][CH2:10]2)[CH2:2][CH2:3]1, predict the reactants needed to synthesize it. (6) Given the product [Cl:26][C:23]1[CH:24]=[CH:25][C:20]([N:11]2[C:10](=[O:27])[C:9]([O:8][C:5]3[CH:6]=[CH:7][C:2]([C:30]4[CH:35]=[CH:34][N:33]=[CH:32][CH:31]=4)=[CH:3][CH:4]=3)=[C:14]([N:15]3[CH:19]=[CH:18][N:17]=[CH:16]3)[CH:13]=[N:12]2)=[CH:21][CH:22]=1, predict the reactants needed to synthesize it. The reactants are: Br[C:2]1[CH:7]=[CH:6][C:5]([O:8][C:9]2[C:10](=[O:27])[N:11]([C:20]3[CH:25]=[CH:24][C:23]([Cl:26])=[CH:22][CH:21]=3)[N:12]=[CH:13][C:14]=2[N:15]2[CH:19]=[CH:18][N:17]=[CH:16]2)=[CH:4][CH:3]=1.C[Sn](C)(C)[C:30]1[CH:35]=[CH:34][N:33]=[CH:32][CH:31]=1.C(N(C(C)C)C(C)C)C. (7) Given the product [Cl:1][C:2]1[CH:20]=[CH:19][C:5]([CH2:6][N:7]2[C:15]3[C:10](=[CH:11][CH:12]=[CH:13][CH:14]=3)[C:9]([C:16]([O:18][CH2:27][CH3:28])=[O:17])=[N:8]2)=[C:4]([CH3:21])[CH:3]=1, predict the reactants needed to synthesize it. The reactants are: [Cl:1][C:2]1[CH:20]=[CH:19][C:5]([CH2:6][N:7]2[C:15]3[C:10](=[CH:11][CH:12]=[CH:13][CH:14]=3)[C:9]([C:16]([OH:18])=[O:17])=[N:8]2)=[C:4]([CH3:21])[CH:3]=1.OS(O)(=O)=O.[CH2:27](O)[CH3:28]. (8) Given the product [CH:21]([CH:15]1[S:12][C:11]([NH:10][C:3]23[CH2:4][CH:5]4[CH2:9][CH:1]([CH2:8][CH:7]2[CH2:6]4)[CH2:2]3)=[N:13][C:16]1=[O:17])([CH3:23])[CH3:22], predict the reactants needed to synthesize it. The reactants are: [CH:1]12[CH2:9][CH:5]3[CH2:6][CH:7]([CH2:8]1)[C:3]([NH:10][C:11]([NH2:13])=[S:12])([CH2:4]3)[CH2:2]2.Br[CH:15]([CH:21]([CH3:23])[CH3:22])[C:16](OCC)=[O:17]. (9) Given the product [CH3:5][C:6](=[O:12])[CH2:7][CH2:8][CH2:9][CH2:10][CH3:11].[CH3:1][S:2]([CH3:4])=[O:3], predict the reactants needed to synthesize it. The reactants are: [CH3:1][S:2]([CH3:4])=[O:3].[CH3:5][C:6](=[O:12])[CH2:7][CH2:8][CH2:9][CH2:10][CH3:11].C[Si](C)(OC(=O)C)OC(=O)C.